The task is: Regression. Given two drug SMILES strings and cell line genomic features, predict the synergy score measuring deviation from expected non-interaction effect.. This data is from NCI-60 drug combinations with 297,098 pairs across 59 cell lines. (1) Drug 1: CN(C)C1=NC(=NC(=N1)N(C)C)N(C)C. Drug 2: CC1=CC=C(C=C1)C2=CC(=NN2C3=CC=C(C=C3)S(=O)(=O)N)C(F)(F)F. Cell line: BT-549. Synergy scores: CSS=-1.12, Synergy_ZIP=1.88, Synergy_Bliss=-0.713, Synergy_Loewe=-6.73, Synergy_HSA=-6.34. (2) Drug 1: CCCCCOC(=O)NC1=NC(=O)N(C=C1F)C2C(C(C(O2)C)O)O. Drug 2: CC1CCC2CC(C(=CC=CC=CC(CC(C(=O)C(C(C(=CC(C(=O)CC(OC(=O)C3CCCCN3C(=O)C(=O)C1(O2)O)C(C)CC4CCC(C(C4)OC)OCCO)C)C)O)OC)C)C)C)OC. Cell line: COLO 205. Synergy scores: CSS=7.24, Synergy_ZIP=-2.22, Synergy_Bliss=1.93, Synergy_Loewe=2.42, Synergy_HSA=2.51. (3) Drug 1: C1=CC(=CC=C1CCC2=CNC3=C2C(=O)NC(=N3)N)C(=O)NC(CCC(=O)O)C(=O)O. Drug 2: CCC1(C2=C(COC1=O)C(=O)N3CC4=CC5=C(C=CC(=C5CN(C)C)O)N=C4C3=C2)O.Cl. Cell line: SW-620. Synergy scores: CSS=38.8, Synergy_ZIP=-6.98, Synergy_Bliss=-4.54, Synergy_Loewe=-4.07, Synergy_HSA=0.0159. (4) Drug 1: CC12CCC3C(C1CCC2O)C(CC4=C3C=CC(=C4)O)CCCCCCCCCS(=O)CCCC(C(F)(F)F)(F)F. Drug 2: CC1C(C(CC(O1)OC2CC(CC3=C2C(=C4C(=C3O)C(=O)C5=C(C4=O)C(=CC=C5)OC)O)(C(=O)CO)O)N)O.Cl. Cell line: UO-31. Synergy scores: CSS=49.0, Synergy_ZIP=-0.138, Synergy_Bliss=3.79, Synergy_Loewe=3.72, Synergy_HSA=4.20.